This data is from Forward reaction prediction with 1.9M reactions from USPTO patents (1976-2016). The task is: Predict the product of the given reaction. (1) The product is: [N:28]1([CH2:2][C:3]([NH:5][C:6]2[CH:11]=[CH:10][CH:9]=[C:8]([C:12]3[CH:21]=[N:20][C:19]4[C:14](=[CH:15][CH:16]=[CH:17][CH:18]=4)[N:13]=3)[CH:7]=2)=[O:4])[CH2:33][CH2:32][CH2:31][CH2:30][CH2:29]1. Given the reactants Cl[CH2:2][C:3]([NH:5][C:6]1[CH:11]=[CH:10][CH:9]=[C:8]([C:12]2[CH:21]=[N:20][C:19]3[C:14](=[CH:15][CH:16]=[CH:17][CH:18]=3)[N:13]=2)[CH:7]=1)=[O:4].C([O-])([O-])=O.[K+].[K+].[NH:28]1[CH2:33][CH2:32][CH2:31][CH2:30][CH2:29]1.C(OCC)(=O)C, predict the reaction product. (2) The product is: [N:15]1([C:11]2[CH2:10][CH2:9][N:8]([C:1]([O:3][C:4]([CH3:7])([CH3:6])[CH3:5])=[O:2])[CH2:13][CH:12]=2)[CH2:19][CH2:18][CH2:17][CH2:16]1. Given the reactants [C:1]([N:8]1[CH2:13][CH2:12][C:11](=O)[CH2:10][CH2:9]1)([O:3][C:4]([CH3:7])([CH3:6])[CH3:5])=[O:2].[NH:15]1[CH2:19][CH2:18][CH2:17][CH2:16]1.CC1C=CC(S(O)(=O)=O)=CC=1, predict the reaction product. (3) Given the reactants [C:1]([C:5]1[CH:10]=[CH:9][CH:8]=[CH:7][C:6]=1[S:11][CH:12]1[CH2:15][N:14](C(OC(C)(C)C)=O)[CH2:13]1)([CH3:4])([CH3:3])[CH3:2].[ClH:23], predict the reaction product. The product is: [ClH:23].[C:1]([C:5]1[CH:10]=[CH:9][CH:8]=[CH:7][C:6]=1[S:11][CH:12]1[CH2:13][NH:14][CH2:15]1)([CH3:4])([CH3:2])[CH3:3]. (4) The product is: [Cl:1][C:2]1[N:3]=[CH:4][C:5]2[C:10]([CH3:12])([CH3:11])[CH2:9][N:8]([S:25]([C:15]3[C:24]4[C:19](=[CH:20][CH:21]=[CH:22][CH:23]=4)[CH:18]=[CH:17][CH:16]=3)(=[O:27])=[O:26])[C:6]=2[N:7]=1. Given the reactants [Cl:1][C:2]1[N:3]=[CH:4][C:5]2[C:10]([CH3:12])([CH3:11])[CH2:9][NH:8][C:6]=2[N:7]=1.[H-].[Na+].[C:15]1([S:25](Cl)(=[O:27])=[O:26])[C:24]2[C:19](=[CH:20][CH:21]=[CH:22][CH:23]=2)[CH:18]=[CH:17][CH:16]=1, predict the reaction product. (5) Given the reactants [C:1]([C:4]1[S:5][CH:6]=[CH:7][CH:8]=1)(=O)C.[S:9]1[CH:13]=[CH:12][CH:11]=[C:10]1[C:14]([CH2:16][C:17]#[N:18])=[O:15].[CH2:19]([N:26]1CCC(=O)CC1)[C:20]1[CH:25]=[CH:24][CH:23]=[CH:22][CH:21]=1.N1CCOCC1.[S], predict the reaction product. The product is: [NH2:18][C:17]1[S:5][C:4]2[CH2:1][N:26]([CH2:19][C:20]3[CH:25]=[CH:24][CH:23]=[CH:22][CH:21]=3)[CH2:6][CH2:7][C:8]=2[C:16]=1[C:14]([C:10]1[S:9][CH:13]=[CH:12][CH:11]=1)=[O:15]. (6) Given the reactants [ClH:1].[CH3:2][NH:3][CH2:4][CH2:5][CH2:6][CH2:7][CH2:8][CH2:9][CH2:10][CH2:11][CH2:12][CH2:13][CH2:14]CC.[C:17]([N:19]=[C:20]([NH2:22])[NH2:21])#[N:18].[CH2:23](O)[CH3:24], predict the reaction product. The product is: [ClH:1].[CH2:4]([N:3]([CH3:2])[C:17](=[NH:18])[NH:19][C:20](=[NH:21])[NH2:22])[CH2:5][CH2:6][CH2:7][CH2:8][CH2:9][CH2:10][CH2:11][CH2:12][CH2:13][CH2:14][CH2:23][CH3:24]. (7) The product is: [Br:21][C:11]1[S:12][C:3]2[C:4](=[N:5][CH:6]=[C:7]([C:8]#[N:9])[C:2]=2[Cl:1])[CH:10]=1. Given the reactants [Cl:1][C:2]1[C:7]([C:8]#[N:9])=[CH:6][N:5]=[C:4]2[CH:10]=[CH:11][S:12][C:3]=12.C(NC(C)C)(C)C.[Li].[Br:21]Br, predict the reaction product. (8) Given the reactants C(Cl)(=O)C(Cl)=O.CS(C)=O.[N:11]1[CH:16]=[CH:15][CH:14]=[CH:13][C:12]=1[NH:17][CH2:18][C:19]1[CH:24]=[CH:23][C:22]([CH2:25][OH:26])=[CH:21][CH:20]=1.CCN(CC)CC, predict the reaction product. The product is: [N:11]1[CH:16]=[CH:15][CH:14]=[CH:13][C:12]=1[NH:17][CH2:18][C:19]1[CH:24]=[CH:23][C:22]([CH:25]=[O:26])=[CH:21][CH:20]=1. (9) Given the reactants [CH3:1][CH:2]([CH3:26])[CH:3]([C:9]([C:11]1[CH:25]=[CH:24][C:14]2[N:15]=[C:16]([C:18]3[CH:23]=[CH:22][CH:21]=[CH:20][CH:19]=3)[O:17][C:13]=2[CH:12]=1)=[O:10])[CH2:4][C:5]([O:7]C)=[O:6].[OH-].[Li+].O.Cl, predict the reaction product. The product is: [CH3:1][CH:2]([CH3:26])[CH:3]([C:9]([C:11]1[CH:25]=[CH:24][C:14]2[N:15]=[C:16]([C:18]3[CH:23]=[CH:22][CH:21]=[CH:20][CH:19]=3)[O:17][C:13]=2[CH:12]=1)=[O:10])[CH2:4][C:5]([OH:7])=[O:6].